Predict the reaction yield, written as a fraction of the theoretical maximum amount of product (1.0 means a 100% yield; for example, 0.34 means a 34% yield). From a dataset of Reaction yield outcomes from USPTO patents with 853,638 reactions. (1) The reactants are FC(F)(F)C1C=C(NC(=O)NC2C=CC(C3SC(CCC(OC)=O)=NC=3)=CC=2)C=CC=1.[NH2:32][C:33]1[CH:38]=[CH:37][C:36]([C:39]2[S:43][C:42]([CH:44]3[CH2:49][CH2:48][CH:47]([C:50]([O:52][CH3:53])=[O:51])[CH2:46][CH2:45]3)=[N:41][CH:40]=2)=[CH:35][CH:34]=1.[N:54]([C:57]1[CH:62]=[CH:61][CH:60]=[CH:59][C:58]=1[O:63][C:64]([F:67])([F:66])[F:65])=[C:55]=[O:56]. No catalyst specified. The product is [F:65][C:64]([F:66])([F:67])[O:63][C:58]1[CH:59]=[CH:60][CH:61]=[CH:62][C:57]=1[NH:54][C:55](=[O:56])[NH:32][C:33]1[CH:34]=[CH:35][C:36]([C:39]2[S:43][C:42]([CH:44]3[CH2:45][CH2:46][CH:47]([C:50]([O:52][CH3:53])=[O:51])[CH2:48][CH2:49]3)=[N:41][CH:40]=2)=[CH:37][CH:38]=1. The yield is 0.310. (2) The reactants are [F:1][C:2]1[CH:3]=[C:4]2[C:9](=[CH:10][CH:11]=1)[N:8]=[C:7]([O:12][CH3:13])[C:6]([NH:14][C:15](=[O:19])OCC)=[N:5]2.[F:20][C:21]1[CH:26]=[CH:25][CH:24]=[CH:23][C:22]=1[N:27]1[CH2:32][CH2:31][NH:30][CH2:29][CH2:28]1. No catalyst specified. The product is [F:1][C:2]1[CH:3]=[C:4]2[C:9](=[CH:10][CH:11]=1)[N:8]=[C:7]([O:12][CH3:13])[C:6]([NH:14][C:15]([N:30]1[CH2:29][CH2:28][N:27]([C:22]3[CH:23]=[CH:24][CH:25]=[CH:26][C:21]=3[F:20])[CH2:32][CH2:31]1)=[O:19])=[N:5]2. The yield is 0.910. (3) The yield is 0.860. The product is [NH2:20][C:22]1[CH:27]=[CH:26][C:25]([C:28]([CH3:32])([CH3:31])[C:29]#[N:30])=[CH:24][CH:23]=1. The reactants are CC(C)([O-])C.[Na+].C(=[NH:20])(C1C=CC=CC=1)C1C=CC=CC=1.Br[C:22]1[CH:27]=[CH:26][C:25]([C:28]([CH3:32])([CH3:31])[C:29]#[N:30])=[CH:24][CH:23]=1. The catalyst is CCOCC.C1C=CC(/C=C/C(/C=C/C2C=CC=CC=2)=O)=CC=1.C1C=CC(/C=C/C(/C=C/C2C=CC=CC=2)=O)=CC=1.C1C=CC(/C=C/C(/C=C/C2C=CC=CC=2)=O)=CC=1.[Pd].[Pd].C1C=CC(P(C2C(C3C(P(C4C=CC=CC=4)C4C=CC=CC=4)=CC=C4C=3C=CC=C4)=C3C(C=CC=C3)=CC=2)C2C=CC=CC=2)=CC=1. (4) The reactants are [C:1]([Si:5]([CH3:43])([CH3:42])[O:6][CH:7]([C:38]([CH3:41])([CH3:40])[CH3:39])[CH2:8][CH2:9][C:10]1[CH:15]=[CH:14][C:13]([C:16]([C:21]2[CH:26]=[CH:25][C:24](B3OC(C)(C)C(C)(C)O3)=[C:23]([CH3:36])[CH:22]=2)([CH2:19][CH3:20])[CH2:17][CH3:18])=[CH:12][C:11]=1[CH3:37])([CH3:4])([CH3:3])[CH3:2].[CH3:44][O:45][C:46](=[O:55])[CH2:47][C:48]1[CH:53]=[CH:52][CH:51]=[C:50](Br)[CH:49]=1.P([O-])([O-])([O-])=O.[K+].[K+].[K+]. The catalyst is C1C=CC([P]([Pd]([P](C2C=CC=CC=2)(C2C=CC=CC=2)C2C=CC=CC=2)([P](C2C=CC=CC=2)(C2C=CC=CC=2)C2C=CC=CC=2)[P](C2C=CC=CC=2)(C2C=CC=CC=2)C2C=CC=CC=2)(C2C=CC=CC=2)C2C=CC=CC=2)=CC=1.CN(C)C=O. The product is [CH3:44][O:45][C:46](=[O:55])[CH2:47][C:48]1[CH:49]=[C:50]([C:24]2[CH:25]=[CH:26][C:21]([C:16]([C:13]3[CH:14]=[CH:15][C:10]([CH2:9][CH2:8][CH:7]([O:6][Si:5]([C:1]([CH3:4])([CH3:3])[CH3:2])([CH3:42])[CH3:43])[C:38]([CH3:41])([CH3:40])[CH3:39])=[C:11]([CH3:37])[CH:12]=3)([CH2:17][CH3:18])[CH2:19][CH3:20])=[CH:22][C:23]=2[CH3:36])[CH:51]=[CH:52][CH:53]=1. The yield is 0.500. (5) The catalyst is CCOC(C)=O.C1C=CC(P(C2C=CC=CC=2)[C-]2C=CC=C2)=CC=1.C1C=CC(P(C2C=CC=CC=2)[C-]2C=CC=C2)=CC=1.Cl[Pd]Cl.[Fe+2].CCO.C1(C)C=CC=CC=1. The product is [CH2:22]([O:23][C:24]([CH:26]1[CH2:31][CH2:30][CH2:29][CH2:28][CH:27]1[C:32]([C:33]1[CH:38]=[CH:37][C:36]([C:2]2[CH:7]=[CH:6][C:5]([NH:8][C:9]3[O:10][C:11]4[CH:17]=[CH:16][C:15]([CH3:18])=[CH:14][C:12]=4[N:13]=3)=[CH:4][CH:3]=2)=[CH:35][CH:34]=1)=[O:40])=[O:25])[CH3:21]. The yield is 0.500. The reactants are Br[C:2]1[CH:7]=[CH:6][C:5]([NH:8][C:9]2[O:10][C:11]3[CH:17]=[CH:16][C:15]([CH3:18])=[CH:14][C:12]=3[N:13]=2)=[CH:4][CH:3]=1.C[Si](C)(C)[CH2:21][CH2:22][O:23][C:24]([C@@H:26]1[CH2:31][CH2:30][CH2:29][CH2:28][C@H:27]1[C:32](=[O:40])[C:33]1[CH:38]=[CH:37][C:36](Br)=[CH:35][CH:34]=1)=[O:25].C([O-])(O)=O.[Na+].ClCCl.